This data is from Forward reaction prediction with 1.9M reactions from USPTO patents (1976-2016). The task is: Predict the product of the given reaction. (1) Given the reactants ClC(Cl)(Cl)[C:3]([C:5]1[NH:6][CH:7]=[C:8]([C:10](=[O:18])[CH2:11][C:12]2[CH:17]=[CH:16][CH:15]=[CH:14][CH:13]=2)[CH:9]=1)=[O:4].[CH2:21]([NH2:28])[C:22]1[CH:27]=[CH:26][CH:25]=[CH:24][CH:23]=1, predict the reaction product. The product is: [CH2:21]([NH:28][C:3]([C:5]1[NH:6][CH:7]=[C:8]([C:10](=[O:18])[CH2:11][C:12]2[CH:13]=[CH:14][CH:15]=[CH:16][CH:17]=2)[CH:9]=1)=[O:4])[C:22]1[CH:27]=[CH:26][CH:25]=[CH:24][CH:23]=1. (2) Given the reactants C([N:8](CC1C=CC=CC=1)[CH:9]1[C:15]2([CH2:20][CH2:19][O:18][CH2:17][CH2:16]2)[O:14][C:13]2[C:21]([F:26])=[C:22]([F:25])[CH:23]=[CH:24][C:12]=2[NH:11][C:10]1=[O:27])C1C=CC=CC=1, predict the reaction product. The product is: [NH2:8][CH:9]1[C:15]2([CH2:16][CH2:17][O:18][CH2:19][CH2:20]2)[O:14][C:13]2[C:21]([F:26])=[C:22]([F:25])[CH:23]=[CH:24][C:12]=2[NH:11][C:10]1=[O:27]. (3) Given the reactants [CH:1]1([C:4]([C:6]2[CH:7]=[N:8][C:9]3[C:14]([C:15]=2[NH:16][C:17]2[CH:18]=[CH:19][C:20]([N:23]4[CH2:28][CH2:27][CH2:26][C@H:25]([NH:29]C(=O)OC(C)(C)C)[CH2:24]4)=[N:21][CH:22]=2)=[CH:13][C:12]([C:37]2[CH:42]=[C:41]([Cl:43])[C:40]([OH:44])=[C:39]([Cl:45])[CH:38]=2)=[CH:11][CH:10]=3)=[O:5])[CH2:3][CH2:2]1.Cl, predict the reaction product. The product is: [ClH:43].[NH2:29][C@H:25]1[CH2:26][CH2:27][CH2:28][N:23]([C:20]2[N:21]=[CH:22][C:17]([NH:16][C:15]3[C:14]4[C:9](=[CH:10][CH:11]=[C:12]([C:37]5[CH:38]=[C:39]([Cl:45])[C:40]([OH:44])=[C:41]([Cl:43])[CH:42]=5)[CH:13]=4)[N:8]=[CH:7][C:6]=3[C:4]([CH:1]3[CH2:3][CH2:2]3)=[O:5])=[CH:18][CH:19]=2)[CH2:24]1. (4) Given the reactants [NH2:1][CH2:2][C@H:3]([OH:13])[CH2:4][C:5]1[CH:10]=[C:9]([Cl:11])[CH:8]=[C:7]([Cl:12])[CH:6]=1.C(N(CC)CC)C.[Cl:21][CH2:22][C:23](Cl)=[O:24], predict the reaction product. The product is: [Cl:21][CH2:22][C:23]([NH:1][CH2:2][C@H:3]([OH:13])[CH2:4][C:5]1[CH:10]=[C:9]([Cl:11])[CH:8]=[C:7]([Cl:12])[CH:6]=1)=[O:24]. (5) Given the reactants [CH3:1][C:2]1[CH:8]=[CH:7][CH:6]=[C:5]([CH3:9])[C:3]=1[NH2:4].[CH2:10]1[C:23]2[C:14](=[N:15][C:16]3[C:17](=O)[CH2:18][CH2:19][CH2:20][C:21]=3[CH:22]=2)[C:13](=O)[CH2:12][CH2:11]1, predict the reaction product. The product is: [CH3:1][C:2]1[CH:8]=[CH:7][CH:6]=[C:5]([CH3:9])[C:3]=1[N:4]=[C:13]1[C:14]2[C:23](=[CH:22][C:21]3[CH2:20][CH2:19][CH2:18][C:17](=[N:4][C:3]4[C:5]([CH3:9])=[CH:6][CH:7]=[CH:8][C:2]=4[CH3:1])[C:16]=3[N:15]=2)[CH2:10][CH2:11][CH2:12]1. (6) Given the reactants [CH2:1]([C:8]1[C:16]2[C:11](=[CH:12][CH:13]=[C:14](Br)[CH:15]=2)[N:10]([CH3:18])[C:9]=1[C:19]1[CH:24]=[CH:23][CH:22]=[CH:21][CH:20]=1)[C:2]1[CH:7]=[CH:6][CH:5]=[CH:4][CH:3]=1.[C:25]([O-:28])([O-])=O.[K+].[K+].ClCCl, predict the reaction product. The product is: [CH2:1]([C:8]1[C:16]2[C:11](=[CH:12][CH:13]=[C:14]([C:2]3[CH:7]=[CH:6][C:5]([O:28][CH3:25])=[CH:4][CH:3]=3)[CH:15]=2)[N:10]([CH3:18])[C:9]=1[C:19]1[CH:24]=[CH:23][CH:22]=[CH:21][CH:20]=1)[C:2]1[CH:7]=[CH:6][CH:5]=[CH:4][CH:3]=1. (7) The product is: [C:6]([O:5][C:1]([NH:2][N:3]=[CH:10][CH3:11])=[O:4])([CH3:9])([CH3:8])[CH3:7]. Given the reactants [C:1]([O:5][C:6]([CH3:9])([CH3:8])[CH3:7])(=[O:4])[NH:2][NH2:3].[CH:10](=O)[CH3:11], predict the reaction product. (8) Given the reactants CO[C:3]([C:5]1[N:6]=[CH:7][C:8]2[C:9](=[O:27])[N:10]([CH2:16][C:17]3[CH:22]=[CH:21][C:20]([O:23][CH3:24])=[CH:19][C:18]=3[O:25][CH3:26])[CH:11]=[CH:12][C:13]=2[C:14]=1[OH:15])=[O:4].[NH2:28][CH2:29][C:30]([OH:32])=[O:31].C[O-].[Na+], predict the reaction product. The product is: [CH3:26][O:25][C:18]1[CH:19]=[C:20]([O:23][CH3:24])[CH:21]=[CH:22][C:17]=1[CH2:16][N:10]1[C:9](=[O:27])[C:8]2[CH:7]=[N:6][C:5]([C:3]([NH:28][CH2:29][C:30]([OH:32])=[O:31])=[O:4])=[C:14]([OH:15])[C:13]=2[CH:12]=[CH:11]1. (9) Given the reactants C([O:3][C:4](=[O:17])[CH:5]([C:7]1[CH:16]=[CH:15][C:10]2[NH:11][C:12](=[S:14])[O:13][C:9]=2[CH:8]=1)[CH3:6])C.[OH-].[Na+].C(O)(=O)C, predict the reaction product. The product is: [S:14]=[C:12]1[NH:11][C:10]2[CH:15]=[CH:16][C:7]([CH:5]([CH3:6])[C:4]([OH:17])=[O:3])=[CH:8][C:9]=2[O:13]1. (10) Given the reactants [CH3:1][C:2]1[CH:3]=[C:4]([NH:14][C:15](=[O:23])OC2C=CC=CC=2)[CH:5]=[C:6]([C:8]2[N:12]([CH3:13])[N:11]=[N:10][N:9]=2)[CH:7]=1.[NH2:24][C@H:25]([CH3:43])[C@@H:26]([OH:42])[CH2:27][N:28]1[CH2:33][CH2:32][CH2:31][C@@H:30]([CH2:34][C:35]2[CH:40]=[CH:39][C:38]([F:41])=[CH:37][CH:36]=2)[CH2:29]1, predict the reaction product. The product is: [F:41][C:38]1[CH:39]=[CH:40][C:35]([CH2:34][C@@H:30]2[CH2:31][CH2:32][CH2:33][N:28]([CH2:27][C@H:26]([OH:42])[C@H:25]([NH:24][C:15]([NH:14][C:4]3[CH:5]=[C:6]([C:8]4[N:12]([CH3:13])[N:11]=[N:10][N:9]=4)[CH:7]=[C:2]([CH3:1])[CH:3]=3)=[O:23])[CH3:43])[CH2:29]2)=[CH:36][CH:37]=1.